From a dataset of Full USPTO retrosynthesis dataset with 1.9M reactions from patents (1976-2016). Predict the reactants needed to synthesize the given product. (1) The reactants are: Cl[C:2]1[CH:7]=[C:6]([C:8]2[CH:13]=[CH:12][CH:11]=[C:10]([F:14])[C:9]=2[F:15])[N:5]=[CH:4][N:3]=1.[CH2:16]([OH:21])[C:17]#[C:18][CH2:19][CH3:20].[H-].[Na+].O. Given the product [F:15][C:9]1[C:10]([F:14])=[CH:11][CH:12]=[CH:13][C:8]=1[C:6]1[CH:7]=[C:2]([O:21][CH2:16][C:17]#[C:18][CH2:19][CH3:20])[N:3]=[CH:4][N:5]=1, predict the reactants needed to synthesize it. (2) Given the product [OH:5][CH2:4][CH2:3][N:2]([CH3:1])[C:19](=[O:20])[O:21][C:22]([CH3:23])([CH3:24])[CH3:25], predict the reactants needed to synthesize it. The reactants are: [CH3:1][NH:2][CH2:3][CH2:4][OH:5].[O-2].[Al+3].[O-2].[O-2].[Al+3].[C:19](O[C:19]([O:21][C:22]([CH3:25])([CH3:24])[CH3:23])=[O:20])([O:21][C:22]([CH3:25])([CH3:24])[CH3:23])=[O:20]. (3) Given the product [CH3:1][C:2]1[CH:7]=[C:6]([CH3:8])[N:5]=[C:4]([N:9]2[CH2:16][CH:15]3[CH:11]([CH2:12][N:13]([C:27]([C:23]4[S:24][CH:25]=[CH:26][C:22]=4[N:17]4[CH:21]=[CH:20][CH:19]=[CH:18]4)=[O:28])[CH2:14]3)[CH2:10]2)[N:3]=1, predict the reactants needed to synthesize it. The reactants are: [CH3:1][C:2]1[CH:7]=[C:6]([CH3:8])[N:5]=[C:4]([N:9]2[CH2:16][CH:15]3[CH:11]([CH2:12][NH:13][CH2:14]3)[CH2:10]2)[N:3]=1.[N:17]1([C:22]2[CH:26]=[CH:25][S:24][C:23]=2[C:27](O)=[O:28])[CH:21]=[CH:20][CH:19]=[CH:18]1.CN(C(ON1N=NC2C=CC=NC1=2)=[N+](C)C)C.F[P-](F)(F)(F)(F)F.CCN(C(C)C)C(C)C. (4) Given the product [Br:1][C:2]1[CH:10]=[CH:9][C:5]([C:6]([O:8][CH2:13][CH2:14][C:15]2[CH:20]=[CH:19][CH:18]=[CH:17][N:16]=2)=[O:7])=[C:4]([CH3:11])[CH:3]=1, predict the reactants needed to synthesize it. The reactants are: [Br:1][C:2]1[CH:10]=[CH:9][C:5]([C:6]([OH:8])=[O:7])=[C:4]([CH3:11])[CH:3]=1.O[CH2:13][CH2:14][C:15]1[CH:20]=[CH:19][CH:18]=[CH:17][N:16]=1. (5) Given the product [CH3:13][O:14][C:15](=[O:29])[CH2:16][C:17]1[C:18](=[O:28])[NH:19][C:20]2[C:25]([CH:26]=1)=[CH:24][CH:23]=[C:22]([O:27][CH2:10][CH2:9][CH2:8][NH:7][C:6]([O:5][C:1]([CH3:4])([CH3:3])[CH3:2])=[O:12])[CH:21]=2, predict the reactants needed to synthesize it. The reactants are: [C:1]([O:5][C:6](=[O:12])[NH:7][CH2:8][CH2:9][CH2:10]Br)([CH3:4])([CH3:3])[CH3:2].[CH3:13][O:14][C:15](=[O:29])[CH2:16][C:17]1[C:18](=[O:28])[NH:19][C:20]2[C:25]([CH:26]=1)=[CH:24][CH:23]=[C:22]([OH:27])[CH:21]=2. (6) Given the product [Cl:1][C:2]1[CH:3]=[C:4]([CH:8]2[CH2:11][C:10]3([CH2:12][CH2:13][N:14]([C:24]([NH:25][C:26]4[O:30][N:29]=[C:28]([CH3:31])[C:27]=4[CH3:32])=[O:23])[CH2:15][CH2:16]3)[CH2:9]2)[CH:5]=[CH:6][CH:7]=1, predict the reactants needed to synthesize it. The reactants are: [Cl:1][C:2]1[CH:3]=[C:4]([CH:8]2[CH2:11][C:10]3([CH2:16][CH2:15][NH:14][CH2:13][CH2:12]3)[CH2:9]2)[CH:5]=[CH:6][CH:7]=1.C1([O:23][C:24](=O)[NH:25][C:26]2[O:30][N:29]=[C:28]([CH3:31])[C:27]=2[CH3:32])C=CC=CC=1. (7) Given the product [NH2:15][C:16]1[C:11]2[C:10]([C:18]3[CH:23]=[CH:22][CH:21]=[C:20]([O:24][CH2:25][C:26]4[CH:27]=[CH:28][CH:29]=[CH:30][CH:31]=4)[CH:19]=3)=[CH:9][N:8]([C@@H:5]3[CH2:6][CH2:7][C@H:2]([NH:1][C:35]([NH:34][CH2:32][CH3:33])=[O:36])[CH2:3][CH2:4]3)[C:12]=2[N:13]=[CH:14][N:17]=1, predict the reactants needed to synthesize it. The reactants are: [NH2:1][C@@H:2]1[CH2:7][CH2:6][C@H:5]([N:8]2[C:12]3[N:13]=[C:14]([NH2:17])[N:15]=[CH:16][C:11]=3[C:10]([C:18]3[CH:23]=[CH:22][CH:21]=[C:20]([O:24][CH2:25][C:26]4[CH:31]=[CH:30][CH:29]=[CH:28][CH:27]=4)[CH:19]=3)=[CH:9]2)[CH2:4][CH2:3]1.[CH2:32]([N:34]=[C:35]=[O:36])[CH3:33]. (8) Given the product [OH:2][CH2:1][C:3]1[CH:4]=[N:5][CH:6]=[CH:7][C:8]=1[C:9]1[CH:14]=[CH:13][C:12]([NH:15][C:16](=[O:22])[O:17][C:18]([CH3:20])([CH3:21])[CH3:19])=[CH:11][C:10]=1[O:23][CH3:24], predict the reactants needed to synthesize it. The reactants are: [CH:1]([C:3]1[CH:4]=[N:5][CH:6]=[CH:7][C:8]=1[C:9]1[CH:14]=[CH:13][C:12]([NH:15][C:16](=[O:22])[O:17][C:18]([CH3:21])([CH3:20])[CH3:19])=[CH:11][C:10]=1[O:23][CH3:24])=[O:2].[BH4-].[Na+].